This data is from Forward reaction prediction with 1.9M reactions from USPTO patents (1976-2016). The task is: Predict the product of the given reaction. (1) Given the reactants C([O:3][C:4]([C:6]1[S:10][C:9]([CH2:11][C:12]2[CH:17]=[CH:16][C:15]([CH2:18][N:19]3[CH:23]=[C:22]([CH3:24])[CH:21]=[N:20]3)=[CH:14][CH:13]=2)=[N:8][C:7]=1[CH3:25])=[O:5])C.[OH-].[Na+], predict the reaction product. The product is: [CH3:25][C:7]1[N:8]=[C:9]([CH2:11][C:12]2[CH:13]=[CH:14][C:15]([CH2:18][N:19]3[CH:23]=[C:22]([CH3:24])[CH:21]=[N:20]3)=[CH:16][CH:17]=2)[S:10][C:6]=1[C:4]([OH:5])=[O:3]. (2) Given the reactants N[C:2]1[C:3]([N+:13]([O-:15])=[O:14])=[CH:4][C:5]([Cl:12])=[C:6]([C:8]([F:11])([F:10])[F:9])[CH:7]=1.[BrH:16].N([O-])=O.[Na+].[OH-].[Na+], predict the reaction product. The product is: [Br:16][C:2]1[C:3]([N+:13]([O-:15])=[O:14])=[CH:4][C:5]([Cl:12])=[C:6]([C:8]([F:11])([F:10])[F:9])[CH:7]=1. (3) Given the reactants O.[CH3:2][C@@:3]([OH:35])([C:31]([CH3:34])([CH3:33])[CH3:32])[C@@H:4]1[C@:9]2([O:29][CH3:30])[C@@H:10]3[O:24][C:19]4=[C:20]([OH:23])[CH:21]=[CH:22][C:17]5=[C:18]4[C@:11]43[CH2:12][CH2:13][N:14]([CH2:25][CH:26]3[CH2:28][CH2:27]3)[C@H:15]([CH2:16]5)[C@@:6]4([CH2:7][CH2:8]2)[CH2:5]1.Cl, predict the reaction product. The product is: [CH3:2][C@@:3]([OH:35])([C:31]([CH3:34])([CH3:33])[CH3:32])[C@@H:4]1[C@:9]2([O:29][CH3:30])[C@@H:10]3[O:24][C:19]4=[C:20]([OH:23])[CH:21]=[CH:22][C:17]5=[C:18]4[C@:11]43[CH2:12][CH2:13][N:14]([CH2:25][CH:26]3[CH2:27][CH2:28]3)[C@H:15]([CH2:16]5)[C@@:6]4([CH2:7][CH2:8]2)[CH2:5]1. (4) Given the reactants [Cl:1][C:2]1[N:7]=[C:6](Cl)[C:5]([O:9][CH3:10])=[CH:4][N:3]=1.[CH:11]1([CH:16]([N:20]2[CH:24]=[C:23](B3OC(C)(C)C(C)(C)O3)[CH:22]=[N:21]2)[CH2:17][C:18]#[N:19])[CH2:15][CH2:14][CH2:13][CH2:12]1.P([O-])([O-])([O-])=O.[K+].[K+].[K+], predict the reaction product. The product is: [Cl:1][C:2]1[N:7]=[C:6]([C:23]2[CH:22]=[N:21][N:20]([CH:16]([CH:11]3[CH2:15][CH2:14][CH2:13][CH2:12]3)[CH2:17][C:18]#[N:19])[CH:24]=2)[C:5]([O:9][CH3:10])=[CH:4][N:3]=1. (5) Given the reactants [CH3:1][C:2]1[C:3](=[O:22])[NH:4][C:5]2[C:10]([C:11]=1[C:12]([NH:14][NH:15][C:16]1[CH:21]=[CH:20][CH:19]=[CH:18][CH:17]=1)=[O:13])=[CH:9][CH:8]=[CH:7][CH:6]=2.Cl[C:24]([O:26][CH3:27])=[O:25], predict the reaction product. The product is: [CH3:1][C:2]1[C:3](=[O:22])[NH:4][C:5]2[C:10]([C:11]=1[C:12]([NH:14][N:15]([C:16]1[CH:21]=[CH:20][CH:19]=[CH:18][CH:17]=1)[C:24]([O:26][CH3:27])=[O:25])=[O:13])=[CH:9][CH:8]=[CH:7][CH:6]=2.